Dataset: Catalyst prediction with 721,799 reactions and 888 catalyst types from USPTO. Task: Predict which catalyst facilitates the given reaction. Reactant: [C:1]([CH2:4][C@H:5]([OH:46])[CH2:6][C@H:7]([OH:45])[CH2:8][CH2:9][C:10]1[N:14]([CH:15]([CH3:17])[CH3:16])[C:13]([C:18]([NH:20][CH2:21][C:22]2[CH:30]=[CH:29][C:25]([C:26]([OH:28])=[O:27])=[CH:24][CH:23]=2)=[O:19])=[C:12]([C:31]2[CH:36]=[CH:35][C:34]([F:37])=[CH:33][CH:32]=2)[C:11]=1[C:38]1[CH:43]=[CH:42][C:41]([F:44])=[CH:40][CH:39]=1)([OH:3])=[O:2].C(O)C.[OH-].[Na+:51]. Product: [Na+:51].[Na+:51].[C:1]([CH2:4][C@H:5]([OH:46])[CH2:6][C@H:7]([OH:45])[CH2:8][CH2:9][C:10]1[N:14]([CH:15]([CH3:16])[CH3:17])[C:13]([C:18]([NH:20][CH2:21][C:22]2[CH:30]=[CH:29][C:25]([C:26]([O-:28])=[O:27])=[CH:24][CH:23]=2)=[O:19])=[C:12]([C:31]2[CH:32]=[CH:33][C:34]([F:37])=[CH:35][CH:36]=2)[C:11]=1[C:38]1[CH:39]=[CH:40][C:41]([F:44])=[CH:42][CH:43]=1)([OH:3])=[O:2].[C:1]([CH2:4][C@H:5]([OH:46])[CH2:6][C@H:7]([OH:45])[CH2:8][CH2:9][C:10]1[N:14]([CH:15]([CH3:16])[CH3:17])[C:13]([C:18]([NH:20][CH2:21][C:22]2[CH:30]=[CH:29][C:25]([C:26]([O-:28])=[O:27])=[CH:24][CH:23]=2)=[O:19])=[C:12]([C:31]2[CH:32]=[CH:33][C:34]([F:37])=[CH:35][CH:36]=2)[C:11]=1[C:38]1[CH:39]=[CH:40][C:41]([F:44])=[CH:42][CH:43]=1)([OH:3])=[O:2]. The catalyst class is: 6.